Predict the reaction yield, written as a fraction of the theoretical maximum amount of product (1.0 means a 100% yield; for example, 0.34 means a 34% yield). From a dataset of Reaction yield outcomes from USPTO patents with 853,638 reactions. (1) The reactants are C(N[CH:5]([CH3:7])[CH3:6])(C)C.C([Li])CCC.CCCCCC.[Cl:19][C:20]1[CH:21]=[C:22]([CH2:27][C:28]([O:30][CH3:31])=[O:29])[CH:23]=[CH:24][C:25]=1[Cl:26].[Li+].CC([N-]C(C)C)C.C(Br)C=C. The catalyst is O1CCCC1. The product is [Cl:19][C:20]1[CH:21]=[C:22]([CH:27]([CH2:7][CH:5]=[CH2:6])[C:28]([O:30][CH3:31])=[O:29])[CH:23]=[CH:24][C:25]=1[Cl:26]. The yield is 0.920. (2) The product is [ClH:1].[Cl:1][C:2]1[CH:3]=[C:4]([NH:9][C:10]2[C:19]3[C:14](=[CH:15][C:16]([O:27][CH2:28][CH:29]4[CH2:30][C:31]5([CH2:37][CH2:36][N:35]([CH3:38])[CH2:34][CH2:33]5)[CH2:32]4)=[C:17]([NH:20][C:21](=[O:26])/[CH:22]=[CH:23]/[CH2:24][CH3:25])[CH:18]=3)[N:13]=[CH:12][N:11]=2)[CH:5]=[CH:6][C:7]=1[F:8]. The yield is 1.00. The reactants are [Cl:1][C:2]1[CH:3]=[C:4]([NH:9][C:10]2[C:19]3[C:14](=[CH:15][C:16]([O:27][CH2:28][CH:29]4[CH2:32][C:31]5([CH2:37][CH2:36][N:35]([CH3:38])[CH2:34][CH2:33]5)[CH2:30]4)=[C:17]([NH:20][C:21](=[O:26])/[CH:22]=[CH:23]/[CH2:24][CH3:25])[CH:18]=3)[N:13]=[CH:12][N:11]=2)[CH:5]=[CH:6][C:7]=1[F:8].Cl. The catalyst is CO. (3) The reactants are [F:1][C:2]1[N:7]=[C:6]([NH2:8])[CH:5]=[CH:4][CH:3]=1.[CH3:9][C:10]([CH3:15])([CH3:14])[C:11](Cl)=[O:12]. The catalyst is N1C=CC=CC=1. The product is [F:1][C:2]1[N:7]=[C:6]([NH:8][C:11](=[O:12])[C:10]([CH3:15])([CH3:14])[CH3:9])[CH:5]=[CH:4][CH:3]=1. The yield is 0.930.